From a dataset of CYP2C19 inhibition data for predicting drug metabolism from PubChem BioAssay. Regression/Classification. Given a drug SMILES string, predict its absorption, distribution, metabolism, or excretion properties. Task type varies by dataset: regression for continuous measurements (e.g., permeability, clearance, half-life) or binary classification for categorical outcomes (e.g., BBB penetration, CYP inhibition). Dataset: cyp2c19_veith. (1) The compound is CC[C@@H](c1ccccc1)n1c(=O)n2n(c1=O)[C@H]1[C@H](O)[C@H]3O[C@@H]3/C(=N/OC/C=C(\C)CCC=C(C)C)[C@@H]1CC2. The result is 0 (non-inhibitor). (2) The drug is O=C(CCN1CCOCC1)Nc1ccccc1. The result is 1 (inhibitor). (3) The compound is CNC(=O)[C@H](C)[C@@H]1C[C@@]1(C)[C@@H](NC(=O)OCc1ccccc1)c1ccccc1. The result is 1 (inhibitor).